Dataset: Reaction yield outcomes from USPTO patents with 853,638 reactions. Task: Predict the reaction yield, written as a fraction of the theoretical maximum amount of product (1.0 means a 100% yield; for example, 0.34 means a 34% yield). (1) The reactants are [C:1]([C:4]1[O:46][C:7]([CH2:8][N:9]([C:33]2[CH:38]=[CH:37][CH:36]=[C:35]([CH2:39][N:40]3[CH2:45][CH2:44][CH2:43][CH2:42][CH2:41]3)[CH:34]=2)[C:10](=[O:32])[CH2:11][CH2:12][N:13]2[CH2:17][CH2:16][N:15]([CH2:18][C:19]3[CH:24]=[C:23]([CH3:25])[CH:22]=[C:21]([CH3:26])[CH:20]=3)[C:14]2=[C:27]([C:30]#[N:31])[C:28]#[N:29])=[CH:6][CH:5]=1)([OH:3])=O.Cl.CN(C)CCCN=C=NCC.[CH3:59][S:60]([NH2:63])(=[O:62])=[O:61].O. The product is [CH3:59][S:60]([NH:63][C:1]([C:4]1[O:46][C:7]([CH2:8][N:9]([C:33]2[CH:38]=[CH:37][CH:36]=[C:35]([CH2:39][N:40]3[CH2:41][CH2:42][CH2:43][CH2:44][CH2:45]3)[CH:34]=2)[C:10](=[O:32])[CH2:11][CH2:12][N:13]2[CH2:17][CH2:16][N:15]([CH2:18][C:19]3[CH:24]=[C:23]([CH3:25])[CH:22]=[C:21]([CH3:26])[CH:20]=3)[C:14]2=[C:27]([C:28]#[N:29])[C:30]#[N:31])=[CH:6][CH:5]=1)=[O:3])(=[O:62])=[O:61]. The catalyst is ClCCl.CN(C)C1C=CN=CC=1. The yield is 0.240. (2) The reactants are [CH3:1][O:2][C:3]1[C:4](B(O)O)=[CH:5][C:6]2[C:11]([CH:12]=1)=[CH:10][CH:9]=[CH:8][CH:7]=2.[Br:16][C:17]1[CH:18]=[CH:19][C:20]([F:24])=[C:21](I)[CH:22]=1.C(=O)([O-])[O-].[Na+].[Na+]. The catalyst is C1(C)C=CC=CC=1. The product is [CH3:1][O:2][C:3]1[C:4]([C:19]2[CH:18]=[C:17]([Br:16])[CH:22]=[CH:21][C:20]=2[F:24])=[CH:5][C:6]2[C:11](=[CH:10][CH:9]=[CH:8][CH:7]=2)[CH:12]=1. The yield is 0.750. (3) The reactants are [N:1]1([C:7]([C:9]2[CH:14]=[C:13]([C:15]([F:18])([F:17])[F:16])[CH:12]=[C:11]([N+:19]([O-:21])=[O:20])[CH:10]=2)=O)[CH2:6][CH2:5][O:4][CH2:3][CH2:2]1. The catalyst is C1COCC1. The product is [N+:19]([C:11]1[CH:10]=[C:9]([CH:14]=[C:13]([C:15]([F:18])([F:17])[F:16])[CH:12]=1)[CH2:7][N:1]1[CH2:2][CH2:3][O:4][CH2:5][CH2:6]1)([O-:21])=[O:20]. The yield is 0.380.